Task: Predict the reactants needed to synthesize the given product.. Dataset: Full USPTO retrosynthesis dataset with 1.9M reactions from patents (1976-2016) (1) Given the product [Cl:23][C:21]1[N:6]=[CH:7][C:8]2[C:9]3([CH2:10][CH2:11]3)[CH2:14][N:5]([C:1](=[O:2])[CH3:3])[C:13]=2[CH:12]=1, predict the reactants needed to synthesize it. The reactants are: [C:1](Cl)([CH3:3])=[O:2].[NH:5]1[C:13]2[C:8](=[CH:9][CH:10]=[CH:11][CH:12]=2)[CH2:7][NH:6]1.[CH3:14]CN(CC)CC.[CH2:21]([Cl:23])Cl. (2) Given the product [C:1]([O:5][C:6](=[O:7])[NH:8][C:9]([C:10](=[O:12])[NH:35][C:32]1[CH:33]=[CH:34][C:29]([C:24]2[CH:25]=[CH:26][CH:27]=[CH:28][C:23]=2[S:20](=[O:22])(=[O:21])[NH:19][C:15]([CH3:16])([CH3:17])[CH3:18])=[CH:30][C:31]=1[F:36])([CH3:14])[CH3:13])([CH3:2])([CH3:3])[CH3:4], predict the reactants needed to synthesize it. The reactants are: [C:1]([O:5][C:6]([NH:8][C:9]([CH3:14])([CH3:13])[C:10]([OH:12])=O)=[O:7])([CH3:4])([CH3:3])[CH3:2].[C:15]([NH:19][S:20]([C:23]1[C:24]([C:29]2[CH:34]=[CH:33][C:32]([NH2:35])=[C:31]([F:36])[CH:30]=2)=[CH:25][CH:26]=[CH:27][CH:28]=1)(=[O:22])=[O:21])([CH3:18])([CH3:17])[CH3:16].CCOC1N(C(OCC)=O)C2C(=CC=CC=2)C=C1.C(N(CC)CC)C.